From a dataset of Full USPTO retrosynthesis dataset with 1.9M reactions from patents (1976-2016). Predict the reactants needed to synthesize the given product. (1) Given the product [Cl:42][C:14]1[CH:15]=[C:16]([O:20][C:21]2[CH:26]=[CH:25][N:24]=[CH:23][C:22]=2[C:27]([N:29]2[C:38]3[C:33](=[CH:34][CH:35]=[CH:36][CH:37]=3)[N:32]([CH:39]3[CH2:40][CH2:41]3)[CH2:31][CH2:30]2)=[O:28])[C:17]([Cl:19])=[CH:18][C:13]=1[C:12]([NH:11][C:8]1[S:7][CH:6]=[N:10][N:9]=1)=[O:43], predict the reactants needed to synthesize it. The reactants are: C(OC([C:6]1[S:7][C:8]([NH:11][C:12](=[O:43])[C:13]2[CH:18]=[C:17]([Cl:19])[C:16]([O:20][C:21]3[CH:26]=[CH:25][N:24]=[CH:23][C:22]=3[C:27]([N:29]3[C:38]4[C:33](=[CH:34][CH:35]=[CH:36][CH:37]=4)[N:32]([CH:39]4[CH2:41][CH2:40]4)[CH2:31][CH2:30]3)=[O:28])=[CH:15][C:14]=2[Cl:42])=[N:9][N:10]=1)=O)C.O.O.[OH-].[Li+].Cl. (2) Given the product [CH3:28][O:27][C:25]1[CH:24]=[CH:23][N:22]=[C:21]2[NH:20][CH:19]=[C:18]([CH:11]([C:12]3[CH:13]=[CH:14][CH:15]=[CH:16][CH:17]=3)[CH:5]([C:4]([OH:29])=[O:3])[C:6]([OH:8])=[O:7])[C:26]=12, predict the reactants needed to synthesize it. The reactants are: C([O:3][C:4](=[O:29])[CH:5]([CH:11]([C:18]1[C:26]2[C:21](=[N:22][CH:23]=[CH:24][C:25]=2[O:27][CH3:28])[NH:20][CH:19]=1)[C:12]1[CH:17]=[CH:16][CH:15]=[CH:14][CH:13]=1)[C:6]([O:8]CC)=[O:7])C.O.[OH-].[K+]. (3) Given the product [Br:1][C:2]1[N:3]=[C:4]([CH2:21][CH3:22])[C:5]([NH:10][CH:34]2[C:43]3[C:38](=[CH:39][CH:40]=[C:41]([O:44][CH3:45])[CH:42]=3)[CH2:37][CH2:36][CH2:35]2)=[N:6][C:7]=1[CH2:8][CH3:9], predict the reactants needed to synthesize it. The reactants are: [Br:1][C:2]1[N:3]=[C:4]([CH2:21][CH3:22])[C:5]([NH:10][C@@H]2C3C(=CC=CC=3)C[C@@H]2O)=[N:6][C:7]=1[CH2:8][CH3:9].C(C1C(N[CH:34]2[C:43]3[C:38](=[CH:39][CH:40]=[C:41]([O:44][CH3:45])[CH:42]=3)[CH2:37][CH2:36][CH2:35]2)=NC(CC)=CN=1)C. (4) Given the product [OH:37][C:34]1[CH:35]=[CH:36][C:31]([C:7]2[CH:16]=[C:15]3[C:10]([CH:11]=[CH:12][C:13]([C:17]([O:19][CH3:20])=[O:18])=[CH:14]3)=[CH:9][CH:8]=2)=[CH:32][CH:33]=1, predict the reactants needed to synthesize it. The reactants are: FC(F)(F)S(O[C:7]1[CH:16]=[C:15]2[C:10]([CH:11]=[CH:12][C:13]([C:17]([O:19][CH3:20])=[O:18])=[CH:14]2)=[CH:9][CH:8]=1)(=O)=O.CC1(C)C(C)(C)OB([C:31]2[CH:36]=[CH:35][C:34]([OH:37])=[CH:33][CH:32]=2)O1. (5) The reactants are: Br[C:2]1[C:10]2[N:9]3[CH2:11][CH2:12][NH:13][C:14](=[O:15])[C:8]3=[C:7]([CH3:16])[C:6]=2[CH:5]=[C:4]([F:17])[CH:3]=1.[Cl:18][C:19]1[CH:24]=[CH:23][C:22](B(O)O)=[CH:21][C:20]=1[F:28]. Given the product [Cl:18][C:19]1[CH:24]=[CH:23][C:22]([C:2]2[C:10]3[N:9]4[CH2:11][CH2:12][NH:13][C:14](=[O:15])[C:8]4=[C:7]([CH3:16])[C:6]=3[CH:5]=[C:4]([F:17])[CH:3]=2)=[CH:21][C:20]=1[F:28], predict the reactants needed to synthesize it.